From a dataset of Catalyst prediction with 721,799 reactions and 888 catalyst types from USPTO. Predict which catalyst facilitates the given reaction. Product: [NH2:4][C:5]1[N:6]=[CH:7][C:8]([C:21]([OH:20])([CH3:22])[CH3:1])=[CH:13][CH:14]=1. The catalyst class is: 1. Reactant: [CH3:1][Mg]Cl.[NH2:4][C:5]1[CH:14]=[CH:13][C:8](C(OC)=O)=[CH:7][N:6]=1.[Cl-].[NH4+].C([O:20][CH2:21][CH3:22])(=O)C.